This data is from Full USPTO retrosynthesis dataset with 1.9M reactions from patents (1976-2016). The task is: Predict the reactants needed to synthesize the given product. (1) Given the product [O:12]=[C:11]1[CH2:10][CH2:9][C@H:8]([CH2:13][C:20]([OH:21])=[O:17])[C@H:7]1[CH2:6][CH2:5][CH2:4][CH2:3][CH3:2], predict the reactants needed to synthesize it. The reactants are: C[CH2:2][CH2:3][CH2:4][CH2:5][CH2:6][CH:7]1[C:11](=[O:12])[CH2:10][CH2:9][CH:8]1[C:13](OC)=O.[OH-:17].[Na+].C[C:20](C)=[O:21]. (2) Given the product [NH2:1][C:2]1[CH:9]=[CH:8][CH:7]=[C:6]([CH:11]2[CH2:13][CH2:12]2)[C:3]=1[C:4]#[N:5], predict the reactants needed to synthesize it. The reactants are: [NH2:1][C:2]1[CH:9]=[CH:8][CH:7]=[C:6](Br)[C:3]=1[C:4]#[N:5].[CH:11]1(B(O)O)[CH2:13][CH2:12]1.[O-]P([O-])([O-])=O.[K+].[K+].[K+].C1(C)C=CC=CC=1. (3) The reactants are: C1COCC1.[CH3:6][N:7]1[C:12]([CH3:13])=[C:11]([CH3:14])[C:10]([C@@H:15]2[CH2:20][CH2:19][N:18]([C:21]([O:23][C:24]([CH3:27])([CH3:26])[CH3:25])=[O:22])[CH2:17][C@H:16]2[C:28]([O:30]CC)=[O:29])=[CH:9][C:8]1=[O:33].[OH-].[Li+]. Given the product [CH3:27][C:24]([O:23][C:21]([N:18]1[CH2:19][CH2:20][C@@H:15]([C:10]2[C:11]([CH3:14])=[C:12]([CH3:13])[N:7]([CH3:6])[C:8](=[O:33])[CH:9]=2)[C@H:16]([C:28]([OH:30])=[O:29])[CH2:17]1)=[O:22])([CH3:25])[CH3:26], predict the reactants needed to synthesize it. (4) Given the product [CH3:34][C:24]1[CH:29]=[CH:28][C:27]([S:30]([O:8][CH2:9][CH2:10][C:11]2[CH:16]=[CH:15][CH:14]=[CH:13][C:12]=2[N:17]2[CH2:22][CH2:21][CH2:20][CH2:19][C:18]2=[O:23])(=[O:32])=[O:31])=[CH:26][CH:25]=1, predict the reactants needed to synthesize it. The reactants are: C(N(CC)CC)C.[OH:8][CH2:9][CH2:10][C:11]1[CH:16]=[CH:15][CH:14]=[CH:13][C:12]=1[N:17]1[CH2:22][CH2:21][CH2:20][CH2:19][C:18]1=[O:23].[C:24]1([CH3:34])[CH:29]=[CH:28][C:27]([S:30](Cl)(=[O:32])=[O:31])=[CH:26][CH:25]=1.